Dataset: Full USPTO retrosynthesis dataset with 1.9M reactions from patents (1976-2016). Task: Predict the reactants needed to synthesize the given product. (1) Given the product [Cl:1][C:2]1[CH:30]=[N:29][C:5]2[N:6]3[CH:28]=[CH:27][CH:26]=[C:7]3[CH:8]([CH2:21][C:22]([OH:24])=[O:23])[O:9][CH:10]([C:11]3[CH:16]=[CH:15][CH:14]=[C:13]([O:17][CH3:18])[C:12]=3[O:19][CH3:20])[C:4]=2[CH:3]=1, predict the reactants needed to synthesize it. The reactants are: [Cl:1][C:2]1[CH:30]=[N:29][C:5]2[N:6]3[CH:28]=[CH:27][CH:26]=[C:7]3[CH:8]([CH2:21][C:22]([O:24]C)=[O:23])[O:9][CH:10]([C:11]3[CH:16]=[CH:15][CH:14]=[C:13]([O:17][CH3:18])[C:12]=3[O:19][CH3:20])[C:4]=2[CH:3]=1.C(=O)([O-])[O-].[K+].[K+].C(O)(=O)C. (2) The reactants are: Cl[C:2]1[CH:7]=[C:6]([CH3:8])[CH:5]=[CH:4][N+:3]=1[O-:9].[NH2:10][CH2:11][CH2:12][CH2:13][OH:14].C([O-])(O)=O.[Na+].C(O)(CC)(C)C. Given the product [OH:14][CH2:13][CH2:12][CH2:11][NH:10][C:2]1[CH:7]=[C:6]([CH3:8])[CH:5]=[CH:4][N+:3]=1[O-:9], predict the reactants needed to synthesize it.